The task is: Predict the product of the given reaction.. This data is from Forward reaction prediction with 1.9M reactions from USPTO patents (1976-2016). (1) Given the reactants [Cl:1][C:2]([Cl:28])([Cl:27])[CH2:3][O:4][C:5]([C@@H:7]1[CH2:12][CH2:11][CH2:10][N:9]([C:13]([O:15]C(C)(C)C)=O)[N:8]1C(OC(C)(C)C)=O)=[O:6].FC(F)(F)C(O)=O.[NH:36]([C:53]([O:55][C:56]([CH3:59])([CH3:58])[CH3:57])=[O:54])[C@H:37](C(N[C@H](C(O)=O)C)=O)[CH2:38][C:39]1[CH:44]=[CH:43][CH:42]=[CH:41][CH:40]=1.C(N(CC)C(C)C)(C)C.C[NH3+].F[P-](F)(F)(F)(F)F.N1(OC(N(C)C)=[N+](C)C)C2N=CC=CC=2N=N1.F[P-](F)(F)(F)(F)F, predict the reaction product. The product is: [Cl:28][C:2]([Cl:1])([Cl:27])[CH2:3][O:4][C:5]([C@@H:7]1[CH2:12][CH2:11][CH2:10][N:9]([C:13](=[O:15])[C@@H:37]([NH:36][C:53]([O:55][C:56]([CH3:59])([CH3:58])[CH3:57])=[O:54])[CH2:38][C:39]2[CH:44]=[CH:43][CH:42]=[CH:41][CH:40]=2)[NH:8]1)=[O:6]. (2) Given the reactants [Cl:1][C:2]1[CH:3]=[N:4][C:5]2[N:6]([N:8]=[C:9]([C:11]([OH:13])=O)[CH:10]=2)[CH:7]=1.[C:14]1([CH3:26])[CH:19]=[CH:18][C:17]([C:20]2[CH2:21][CH2:22][NH:23][CH2:24][CH:25]=2)=[CH:16][CH:15]=1, predict the reaction product. The product is: [Cl:1][C:2]1[CH:3]=[N:4][C:5]2[N:6]([N:8]=[C:9]([C:11]([N:23]3[CH2:22][CH:21]=[C:20]([C:17]4[CH:16]=[CH:15][C:14]([CH3:26])=[CH:19][CH:18]=4)[CH2:25][CH2:24]3)=[O:13])[CH:10]=2)[CH:7]=1. (3) Given the reactants FC(F)(F)C1C=C(NC(=O)NC2C=CC(C3SC(CCC(OC)=O)=NC=3)=CC=2)C=CC=1.[C:32]([NH:35][C:36](=[O:56])[CH2:37][CH:38]1[CH2:43][CH2:42][CH:41]([C:44]2[S:45][C:46]([C:49]3[CH:54]=[CH:53][C:52]([NH2:55])=[CH:51][CH:50]=3)=[CH:47][N:48]=2)[CH2:40][CH2:39]1)(=[O:34])[CH3:33].[Cl:57][C:58]1[CH:63]=[CH:62][CH:61]=[CH:60][C:59]=1[N:64]=[C:65]=[O:66], predict the reaction product. The product is: [C:32]([NH:35][C:36](=[O:56])[CH2:37][CH:38]1[CH2:43][CH2:42][CH:41]([C:44]2[S:45][C:46]([C:49]3[CH:50]=[CH:51][C:52]([NH:55][C:65]([NH:64][C:59]4[CH:60]=[CH:61][CH:62]=[CH:63][C:58]=4[Cl:57])=[O:66])=[CH:53][CH:54]=3)=[CH:47][N:48]=2)[CH2:40][CH2:39]1)(=[O:34])[CH3:33]. (4) Given the reactants [F:1][C:2]1[CH:3]=[C:4]([CH:14]=[CH:15][C:16]=1[F:17])[CH2:5][N:6]1[CH2:11][CH2:10][CH:9]([NH:12][CH3:13])[CH2:8][CH2:7]1.Cl[C:19]1[N:20]=[N:21][C:22]([C:25]([F:28])([F:27])[F:26])=[CH:23][CH:24]=1.C(N(C(C)C)CC)(C)C, predict the reaction product. The product is: [F:1][C:2]1[CH:3]=[C:4]([CH:14]=[CH:15][C:16]=1[F:17])[CH2:5][N:6]1[CH2:7][CH2:8][CH:9]([N:12]([CH3:13])[C:19]2[N:20]=[N:21][C:22]([C:25]([F:28])([F:27])[F:26])=[CH:23][CH:24]=2)[CH2:10][CH2:11]1.